Dataset: Full USPTO retrosynthesis dataset with 1.9M reactions from patents (1976-2016). Task: Predict the reactants needed to synthesize the given product. (1) Given the product [CH:16]1([NH:15][C:13](=[O:14])[C:11]2[CH:10]=[CH:9][C:8]([CH3:19])=[C:7]([N:6]3[C:4](=[O:5])[C:3]4[C:2](=[CH:23][CH:22]=[C:21]([O:24][CH:25]5[CH2:26][CH2:27][N:28]([CH:31]6[CH2:33][CH2:32]6)[CH2:29][CH2:30]5)[CH:20]=4)[N:1]=[CH:34]3)[CH:12]=2)[CH2:17][CH2:18]1, predict the reactants needed to synthesize it. The reactants are: [NH2:1][C:2]1[CH:23]=[CH:22][C:21]([O:24][CH:25]2[CH2:30][CH2:29][N:28]([CH:31]3[CH2:33][CH2:32]3)[CH2:27][CH2:26]2)=[CH:20][C:3]=1[C:4]([NH:6][C:7]1[CH:12]=[C:11]([C:13]([NH:15][CH:16]2[CH2:18][CH2:17]2)=[O:14])[CH:10]=[CH:9][C:8]=1[CH3:19])=[O:5].[CH2:34](OC(OCC)OCC)C. (2) Given the product [Br:5][C:6]1[CH:13]=[C:12]([F:14])[CH:11]=[CH:10][C:7]=1[CH:8]([OH:9])[CH2:1][CH3:2], predict the reactants needed to synthesize it. The reactants are: [CH2:1]([Mg]Br)[CH3:2].[Br:5][C:6]1[CH:13]=[C:12]([F:14])[CH:11]=[CH:10][C:7]=1[CH:8]=[O:9].O.Cl. (3) Given the product [ClH:22].[NH2:10][C:9]1[N:1]=[CH:2][N:3]=[C:4]2[C:8]=1[N:7]=[CH:6][N:5]2[C:16]1[CH:15]=[CH:14][C:13]([NH:19][C:30]([NH:29][C:26]2[CH:27]=[CH:28][C:23]([Cl:22])=[C:24]([C:32]([F:34])([F:33])[F:35])[CH:25]=2)=[O:31])=[C:12]([F:11])[CH:17]=1, predict the reactants needed to synthesize it. The reactants are: [N:1]1[C:9]([NH2:10])=[C:8]2[C:4]([N:5]=[CH:6][NH:7]2)=[N:3][CH:2]=1.[F:11][C:12]1[CH:17]=[C:16](F)[CH:15]=[CH:14][C:13]=1[N+:19]([O-])=O.[Cl:22][C:23]1[CH:28]=[CH:27][C:26]([N:29]=[C:30]=[O:31])=[CH:25][C:24]=1[C:32]([F:35])([F:34])[F:33]. (4) Given the product [Br:1][C:2]1[CH:3]=[N:4][C:5]([N:8]([CH2:10][C@H:11]2[CH2:16][CH2:15][C@H:14]([C:17]#[C:18][CH2:19][N:28]([CH3:29])[CH3:27])[CH2:13][CH2:12]2)[CH3:9])=[N:6][CH:7]=1, predict the reactants needed to synthesize it. The reactants are: [Br:1][C:2]1[CH:3]=[N:4][C:5]([N:8]([CH2:10][C@H:11]2[CH2:16][CH2:15][C@H:14]([C:17]#[C:18][CH2:19]OS(C)(=O)=O)[CH2:13][CH2:12]2)[CH3:9])=[N:6][CH:7]=1.[Na+].[I-].[CH3:27][NH:28][CH3:29]. (5) Given the product [OH:34][CH:33]([CH2:32][S:31][C:25]1[CH:30]=[CH:29][CH:28]=[CH:27][CH:26]=1)[CH2:17][C:16](=[O:18])[CH:11]([C:4]1[C:5]([CH3:10])=[CH:6][C:7]([CH3:9])=[CH:8][C:3]=1[CH3:19])[C:12]([O:14][CH3:15])=[O:13], predict the reactants needed to synthesize it. The reactants are: [H-].[Na+].[C:3]1([CH3:19])[CH:8]=[C:7]([CH3:9])[CH:6]=[C:5]([CH3:10])[C:4]=1[CH:11]([C:16](=[O:18])[CH3:17])[C:12]([O:14][CH3:15])=[O:13].[Li]CCCC.[C:25]1([S:31][CH2:32][CH:33]=[O:34])[CH:30]=[CH:29][CH:28]=[CH:27][CH:26]=1. (6) Given the product [CH2:57]([N:54]1[CH2:55][CH2:56][N:51]([S:48]([C:44]2[CH:43]=[C:42]([N:27]3[C:17]4[N:18]=[C:19]([N:21]5[CH2:26][CH2:25][O:24][CH2:23][CH2:22]5)[N:20]=[C:15]([C:12]5[CH:11]=[N:10][C:9]([N:8]([CH2:7][C:6]6[CH:5]=[CH:4][C:3]([O:2][CH3:1])=[CH:40][CH:39]=6)[CH2:30][C:31]6[CH:32]=[CH:33][C:34]([O:37][CH3:38])=[CH:35][CH:36]=6)=[N:14][CH:13]=5)[C:16]=4[CH2:29][CH2:28]3)[CH:47]=[N:46][CH:45]=2)(=[O:50])=[O:49])[CH2:52][CH2:53]1)[CH3:58], predict the reactants needed to synthesize it. The reactants are: [CH3:1][O:2][C:3]1[CH:40]=[CH:39][C:6]([CH2:7][N:8]([CH2:30][C:31]2[CH:36]=[CH:35][C:34]([O:37][CH3:38])=[CH:33][CH:32]=2)[C:9]2[N:14]=[CH:13][C:12]([C:15]3[C:16]4[CH2:29][CH2:28][NH:27][C:17]=4[N:18]=[C:19]([N:21]4[CH2:26][CH2:25][O:24][CH2:23][CH2:22]4)[N:20]=3)=[CH:11][N:10]=2)=[CH:5][CH:4]=1.Br[C:42]1[CH:43]=[C:44]([S:48]([N:51]2[CH2:56][CH2:55][N:54]([CH2:57][CH3:58])[CH2:53][CH2:52]2)(=[O:50])=[O:49])[CH:45]=[N:46][CH:47]=1. (7) Given the product [F:31][C:28]1[CH:29]=[CH:30][C:25]2=[C:24]([OH:39])[CH:38]=[C:37]3[C:32]([CH:33]=[N:34][CH:35]=[CH:36]3)=[C:26]2[CH:27]=1, predict the reactants needed to synthesize it. The reactants are: C(NC(C)C)(C)C.O1CCCC1.C([Li])CCC.C(=O)=O.C(N(CC)[C:24](=[O:39])[C:25]1[CH:30]=[CH:29][C:28]([F:31])=[CH:27][C:26]=1[C:32]1[CH:33]=[N:34][CH:35]=[CH:36][C:37]=1[CH3:38])C. (8) Given the product [C:1]1([C:18]2[CH:19]=[CH:20][CH:21]=[CH:22][CH:23]=2)[CH:6]=[CH:5][CH:4]=[C:3]([CH2:7][N:8]2[CH:13]=[CH:12][CH:11]=[C:10]([C:14]([NH:24][C@@H:25]([CH2:33][CH2:34][CH2:35][NH:36][C:37]([NH:39][S:40]([C:43]3[C:44]([CH3:57])=[C:45]4[C:50](=[C:51]([CH3:54])[C:52]=3[CH3:53])[O:49][C:48]([CH3:56])([CH3:55])[CH2:47][CH2:46]4)(=[O:41])=[O:42])=[NH:38])[C:26]([O:28][C:29]([CH3:30])([CH3:31])[CH3:32])=[O:27])=[O:15])[C:9]2=[O:17])[CH:2]=1, predict the reactants needed to synthesize it. The reactants are: [C:1]1([C:18]2[CH:23]=[CH:22][CH:21]=[CH:20][CH:19]=2)[CH:6]=[CH:5][CH:4]=[C:3]([CH2:7][N:8]2[CH:13]=[CH:12][CH:11]=[C:10]([C:14](O)=[O:15])[C:9]2=[O:17])[CH:2]=1.[NH2:24][C@@H:25]([CH2:33][CH2:34][CH2:35][NH:36][C:37]([NH:39][S:40]([C:43]1[C:44]([CH3:57])=[C:45]2[C:50](=[C:51]([CH3:54])[C:52]=1[CH3:53])[O:49][C:48]([CH3:56])([CH3:55])[CH2:47][CH2:46]2)(=[O:42])=[O:41])=[NH:38])[C:26]([O:28][C:29]([CH3:32])([CH3:31])[CH3:30])=[O:27].CN(C(ON1N=NC2C=CC=CC1=2)=[N+](C)C)C.F[P-](F)(F)(F)(F)F.CCN(C(C)C)C(C)C.